This data is from Full USPTO retrosynthesis dataset with 1.9M reactions from patents (1976-2016). The task is: Predict the reactants needed to synthesize the given product. (1) Given the product [CH:16]1([CH2:15][C@H:11]([CH2:10][N:9]([CH:21]=[O:22])[OH:8])[C:12]([NH:24][C@@H:25]([C:44]([CH3:47])([CH3:46])[CH3:45])[C:26]([N:28]2[CH2:33][CH2:32][CH:31]([NH:34][C:35](=[O:43])[C:36]3[CH:37]=[CH:38][C:39]([F:42])=[CH:40][CH:41]=3)[CH2:30][CH2:29]2)=[O:27])=[O:14])[CH2:17][CH2:18][CH2:19][CH2:20]1, predict the reactants needed to synthesize it. The reactants are: C([O:8][N:9]([CH:21]=[O:22])[CH2:10][C@@H:11]([CH2:15][CH:16]1[CH2:20][CH2:19][CH2:18][CH2:17]1)[C:12]([OH:14])=O)C1C=CC=CC=1.Cl.[NH2:24][C@@H:25]([C:44]([CH3:47])([CH3:46])[CH3:45])[C:26]([N:28]1[CH2:33][CH2:32][CH:31]([NH:34][C:35](=[O:43])[C:36]2[CH:41]=[CH:40][C:39]([F:42])=[CH:38][CH:37]=2)[CH2:30][CH2:29]1)=[O:27]. (2) Given the product [CH3:118][O:117][C:102]1[C:103]([NH:106][C:107]([NH:109][C:110]2[CH:115]=[CH:114][CH:113]=[CH:112][C:111]=2[CH3:116])=[O:108])=[C:104]([C:34]2[C:33](=[O:49])[N:32]([CH2:31][C:28]3[CH:29]=[CH:30][C:25]([C@H:23]([CH3:24])[CH2:22][C:21]([OH:20])=[O:50])=[CH:26][CH:27]=3)[CH:37]=[CH:36][N:35]=2)[CH:105]=[CH:100][CH:101]=1, predict the reactants needed to synthesize it. The reactants are: COC1C=C(C2C(=O)NC=CN=2)C=CC=1[N+]([O-])=O.C[O:20][C:21](=[O:50])[CH2:22][C@H:23]([C:25]1[CH:30]=[CH:29][C:28]([CH2:31][N:32]2[CH:37]=[CH:36][N:35]=[C:34](C3C=CC([N+]([O-])=O)=C(OC)C=3)[C:33]2=[O:49])=[CH:27][CH:26]=1)[CH3:24].COC(=O)C[C@H](C1C=CC(CN2C=CN=C(C3C=CC(N)=C(OC)C=3)C2=O)=CC=1)C.COC(=O)C[C@H](C1C=CC(CN2C=CN=C([C:100]3[CH:105]=[CH:104][C:103]([NH:106][C:107]([NH:109][C:110]4[CH:115]=[CH:114][CH:113]=[CH:112][C:111]=4[CH3:116])=[O:108])=[C:102]([O:117][CH3:118])[CH:101]=3)C2=O)=CC=1)C.NC(N)=O. (3) The reactants are: [C:1]([C:5]1[C:15]([F:16])=[CH:14][C:8]([O:9][CH2:10][C:11]([OH:13])=O)=[CH:7][C:6]=1[F:17])([CH3:4])([CH3:3])[CH3:2].[Cl-].ClC1N(C)CC[NH+]1C.Cl.[NH2:28][C@@H:29]([C:31]1[CH:36]=[CH:35][C:34]([NH:37][S:38]([CH3:41])(=[O:40])=[O:39])=[CH:33][CH:32]=1)[CH3:30]. Given the product [C:1]([C:5]1[C:6]([F:17])=[CH:7][C:8]([O:9][CH2:10][C:11]([NH:28][C@@H:29]([C:31]2[CH:32]=[CH:33][C:34]([NH:37][S:38]([CH3:41])(=[O:40])=[O:39])=[CH:35][CH:36]=2)[CH3:30])=[O:13])=[CH:14][C:15]=1[F:16])([CH3:2])([CH3:3])[CH3:4], predict the reactants needed to synthesize it.